The task is: Binary Classification. Given a miRNA mature sequence and a target amino acid sequence, predict their likelihood of interaction.. This data is from Experimentally validated miRNA-target interactions with 360,000+ pairs, plus equal number of negative samples. (1) The miRNA is hsa-miR-4711-5p with sequence UGCAUCAGGCCAGAAGACAUGAG. The protein sequence of the target gene is MWPQPRLPPHPAMSEKTQQGKLAAAKKKLKAYWQRKSPGIPAGANRKKKVNGSSPDTATSGGYHSPGDSATGIYGEGRASSTTLQDLESQYQELAVALDSSSAIISQLTENINSLVRTSKEEKKHEIHLVQKLGRSLFKLKNQTAEPLAPEPPAGPSKVEQLQDETNHLRKELESVGRQLQAEVENNQMLSLLNRRQEERLREQEERLHEQEERLHEQEERLCEQEERLREQEERLCEQEERLREQEERLCEQEERLREQEERLCEQEERLREQEERLREQEERLCEQEERLCEQEERLR.... Result: 0 (no interaction). (2) The miRNA is hsa-miR-6785-5p with sequence UGGGAGGGCGUGGAUGAUGGUG. The protein sequence of the target gene is MEELIVELRLFLELLDHEYLTSTVREKKAVITNILLRIQSSKGFDVKDHAQKQETANSLPAPPQMPLPEIPQPWLPPDSGPPPLPTSSLPEGYYEEAVPLSPGKAPEYITSNYDSDAMSSSYESYDEEEEDGKGKKTRHQWPSEEASMDLVKDAKICAFLLRKKRFGQWTKLLCVIKDTKLLCYKSSKDQQPQMELPLQGCNITYIPKDSKKKKHELKITQQGTDPLVLAVQSKEQAEQWLKVIKEAYSGCSGPVDSECPPPPSSPVHKAELEKKLSSERPSSDGEGVVENGITTCNGKE.... Result: 0 (no interaction). (3) The miRNA is cel-miR-1829b-5p with sequence AAGCGAUCUUCUAGAUGGUUGUA. The protein sequence of the target gene is MPECWDGEHDIETPYGLLHVVIRGSPKGNRPAILTYHDVGLNHKLCFNTFFNFEDMQEITKHFVVCHVDAPGQQVGASQFPQGYQFPSMEQLAAMLPSVVQHFGFKYVIGIGVGAGAYVLAKFALIFPDLVEGLVLMNIDPNGKGWIDWAATKLSGLTSTLPDTVLSHLFSQEELVNNTELVQSYRQQISNVVNQANLQLFWNMYNSRRDLDINRPGTVPNAKTLRCPVMLVVGDNAPAEEGVVECNSKLDPTTTTFLKMADSGGLPQVTQPGKLTEAFKYFLQGMGYIAHLKDRRLSGG.... Result: 0 (no interaction). (4) The miRNA is mmu-miR-3085-3p with sequence UCUGGCUGCUAUGGCCCCCUC. The protein sequence of the target gene is MSEQERETEEDEGVASDTAPMLPRRRPTDYHISVLAPILATRGLGTLVLSGRALVGFLLHLLLPGTVFLLVLLPAAAVVYLGFLCHSRVHPAPGPRCRALLSDRGSAALIVFGLLSLPPLVVLAAAARSLLVRRLRPALPDPARTPAPRRPPRSSGDLADGHPDEDKQLCAWV. Result: 1 (interaction). (5) The miRNA is hsa-miR-3681-3p with sequence ACACAGUGCUUCAUCCACUACU. The protein sequence of the target gene is MALSVETESHIYRALRTASGAAAHLVALGFTIFVAVLARPGSSLFSWHPVLMSLAFSFLMTEALLMFSPESSLLRSLSRKVRARCHWVLQLLALLCALLGLGLVILHKEQLGKAHLTTRHGQAGLLAVLWAGLQCSGGMGLLYPKLLPRWPLAKLKLYHATSGLVGYLLGSASLLLGMFSLWFTATVTGGAWYLAVLCPILTSLVIMNQVSNAYLYRKRIQP. Result: 0 (no interaction). (6) The miRNA is mmu-miR-1192 with sequence AAACAAACAAACAGACCAAAUU. The protein sequence of the target gene is MASQPPPPPKPWESRRIPGAGPGPGSGPGPTYQSADLGPTLLTRPGQPTLTRVPPPILPRPSQQTGSNNVNTFRPAYSSFSSGYGAYGNSFYGSYSPYSYGYNGLGFNRLRVDDLPPSRFVQQAEESSRGAFQSIESIVHAFASVSMMMDATFSAVYNSFRAVLDVANHFSRLKIHFTKVFSAFALVRTIRYLYRRLQWMMGLRRGSENEDLWAESEGTVACLSAEDQATNSAKSWPIFLFFAVILGGPYLIWKLLSTHNDEVTDNTNWASGEDDHVVARAEYDFVAVSDEEISFRAGDM.... Result: 1 (interaction). (7) The miRNA is hsa-miR-3662 with sequence GAAAAUGAUGAGUAGUGACUGAUG. The protein sequence of the target gene is MDKEYVGFAALPNQLHRKSVKKGFDFTLMVAGESGLGKSTLINSLFLTNLYEDRQVPEASARLTQTLAIERRGVEIEEGGVKVKLTLVDTPGFGDSVDCSDCWLPVVKFIEEQFEQYLRDESGLNRKNIQDSRVHCCLYFISPFGRGLRPLDVAFLRAVHEKVNIIPVIGKADALMPQETQALKQKIRDQLKEEEIHIYQFPECDSDEDEDFKRQDAEMKESIPFAVVGSCEVVRDGGNRPVRGRRYSWGTVEVENPHHCDFLNLRRMLVQTHLQDLKEVTHDLLYEGYRARCLQSLARP.... Result: 0 (no interaction). (8) The miRNA is hsa-miR-4277 with sequence GCAGUUCUGAGCACAGUACAC. The protein sequence of the target gene is MITMLQDLHVNKISMSRSKSETSLPSSRSGSQEKIMNVKGKVILLMLIVSTVVVVFWEYVNRIPEVGENRWQKDWWFPSWFKNGTHSYQEDNVEGRREKGRNGDRIEEPQLWDWFNPKNRPDVLTVTPWKAPIVWEGTYDTALLEKYYATQKLTVGLTVFAVGKYIEHYLEDFLESADMYFMVGHRVIFYVMIDDTSRMPVVHLNPLHSLQVFEIRSEKRWQDISMMRMKTIGEHILAHIQHEVDFLFCMDVDQVFQDNFGVETLGQLVAQLQAWWYKASPEKFTYERRELSAAYIPFGE.... Result: 0 (no interaction). (9) The miRNA is mmu-miR-681 with sequence CAGCCUCGCUGGCAGGCAGCU. The protein sequence of the target gene is MAENLKGCSVCCKSSWNQLQDLCRLAKLSCPALGVSKKNLYDFEVEYLCDYKKIREQEYYLVKWRGYPDSENTWEPRQNLKCIRVLKQFHKDLERELVRRHRRSKPPRHLDPNLANYLVQKAKQRRALQRWEQELNAKRSHLGRITVENEVDLDGPPRSFVYINEYRVGEGITLNQVAVGCECQDCLLAPTGGCCPGASLHKFAYNDQGQVRLKAGQPIYECNSRCCCGYDCPNRVVQKGIRYDLCIFRTNDGRGWGVRTLEKIRKNSFVMEYVGEIITSEEAERRGQIYDRQGATYLFD.... Result: 0 (no interaction). (10) The miRNA is dre-miR-218a with sequence UUGUGCUUGAUCUAACCAUGUG. The protein sequence of the target gene is MLRMRVPALLVLLFCFRGRAGPSPHFLQQPEDLVVLLGEEARLPCALGAYWGLVQWTKSGLALGGQRDLPGWSRYWISGNAANGQHDLHIRPVELEDEASYECQATQAGLRSRPAQLHVLVPPEAPQVLGGPSVSLVAGVPANLTCRSRGDARPTPELLWFRDGVLLDGATFHQTLLKEGTPGSVESTLTLTPFSHDDGATFVCRARSQALPTGRDTAITLSLQYPPEVTLSASPHTVQEGEKVIFLCQATAQPPVTGYRWAKGGSPVLGARGPRLEVVADASFLTEPVSCEVSNAVGSA.... Result: 0 (no interaction).